This data is from Reaction yield outcomes from USPTO patents with 853,638 reactions. The task is: Predict the reaction yield, written as a fraction of the theoretical maximum amount of product (1.0 means a 100% yield; for example, 0.34 means a 34% yield). (1) The catalyst is C(#N)C.C1C=CC([P]([Pd]([P](C2C=CC=CC=2)(C2C=CC=CC=2)C2C=CC=CC=2)([P](C2C=CC=CC=2)(C2C=CC=CC=2)C2C=CC=CC=2)[P](C2C=CC=CC=2)(C2C=CC=CC=2)C2C=CC=CC=2)(C2C=CC=CC=2)C2C=CC=CC=2)=CC=1.[Cu]I. The product is [C:1]([N:8]1[CH2:13][CH2:12][CH:11]([C:14]2[O:15][C:28](=[O:29])[C:18]3[CH:19]=[C:20]([S:23]([CH3:26])(=[O:25])=[O:24])[CH:21]=[CH:22][C:17]=3[N:16]=2)[CH2:10][CH2:9]1)([O:3][C:4]([CH3:7])([CH3:6])[CH3:5])=[O:2]. The reactants are [C:1]([N:8]1[CH2:13][CH2:12][CH:11]([C:14]([NH:16][C:17]2[CH:22]=[CH:21][C:20]([S:23]([CH3:26])(=[O:25])=[O:24])=[CH:19][C:18]=2I)=[O:15])[CH2:10][CH2:9]1)([O:3][C:4]([CH3:7])([CH3:6])[CH3:5])=[O:2].[C:28]([O-])([O-])=[O:29].[K+].[K+]. The yield is 0.320. (2) The product is [CH3:36][O:35][C:33]1[CH:32]=[C:30]([NH:31][C:2]2[C:3]([NH:12][S:13]([C:16]3[S:20][C:19]([C:21]([O:23][CH3:24])=[O:22])=[CH:18][C:17]=3[CH3:25])(=[O:14])=[O:15])=[N:4][C:5]3[C:10]([N:11]=2)=[CH:9][CH:8]=[CH:7][CH:6]=3)[CH:29]=[C:28]([O:27][CH3:26])[CH:34]=1. The reactants are Cl[C:2]1[C:3]([NH:12][S:13]([C:16]2[S:20][C:19]([C:21]([O:23][CH3:24])=[O:22])=[CH:18][C:17]=2[CH3:25])(=[O:15])=[O:14])=[N:4][C:5]2[C:10]([N:11]=1)=[CH:9][CH:8]=[CH:7][CH:6]=2.[CH3:26][O:27][C:28]1[CH:29]=[C:30]([CH:32]=[C:33]([O:35][CH3:36])[CH:34]=1)[NH2:31]. The catalyst is CCO. The yield is 0.800. (3) The reactants are [CH3:1][C:2]1[O:6][N:5]=[C:4]([CH2:7][OH:8])[CH:3]=1.CN1CCOCC1.ClC(OC1C=CC([N+]([O-])=O)=CC=1)=O.[CH:29]([CH:32]1[C:37]2[N:38]=[CH:39][NH:40][C:36]=2[CH2:35][CH2:34][N:33]1[C:41](OCC1SC=CN=1)=[O:42])([CH3:31])[CH3:30].CCN(C(C)C)C(C)C. The catalyst is C(Cl)Cl. The product is [CH:29]([CH:32]1[C:37]2[N:38]=[CH:39][NH:40][C:36]=2[CH2:35][CH2:34][N:33]1[C:41]([O:8][CH2:7][C:4]1[CH:3]=[C:2]([CH3:1])[O:6][N:5]=1)=[O:42])([CH3:31])[CH3:30]. The yield is 0.0970. (4) The reactants are [F:1][C:2]([F:18])([F:17])[C:3]1[CH:16]=[CH:15][C:6]([C:7]([NH:9][CH:10]([CH3:14])[C:11]([OH:13])=O)=O)=[CH:5][CH:4]=1.[C:19](Cl)(=[O:23])C(Cl)=O.C(N(CC)CC)C.[CH3:32][OH:33]. The catalyst is CN(C=O)C. The product is [CH3:32][O:33][C:19]([C:11]1[O:13][C:7]([C:6]2[CH:5]=[CH:4][C:3]([C:2]([F:1])([F:17])[F:18])=[CH:16][CH:15]=2)=[N:9][C:10]=1[CH3:14])=[O:23]. The yield is 0.350. (5) The reactants are C([O:8][C@H:9]1[CH2:13][CH2:12][CH2:11][C@@H:10]1[C:14]1[CH:18]=[CH:17][N:16]([CH:19]2[CH2:24][CH2:23][CH2:22][CH2:21][O:20]2)[N:15]=1)C1C=CC=CC=1. The catalyst is [C].[Pd].C(O)C. The product is [O:20]1[CH2:21][CH2:22][CH2:23][CH2:24][CH:19]1[N:16]1[CH:17]=[CH:18][C:14]([C@H:10]2[CH2:11][CH2:12][CH2:13][C@@H:9]2[OH:8])=[N:15]1. The yield is 0.910. (6) The reactants are Cl[C:2]1[N:11]=[CH:10][C:9]2[N:8]([CH2:12][C:13]([NH:15][CH2:16][CH:17]3[CH2:22][CH2:21][O:20][CH2:19][CH2:18]3)=[O:14])[CH2:7][C@@H:6]3[CH2:23][O:24][CH2:25][CH2:26][N:5]3[C:4]=2[N:3]=1.[OH:27][CH2:28][C:29]1[CH:30]=[C:31](B(O)O)[CH:32]=[CH:33][CH:34]=1.C(=O)([O-])[O-].[Na+].[Na+]. The catalyst is O1CCOCC1.O.CCOC(C)=O. The product is [OH:27][CH2:28][C:29]1[CH:34]=[C:33]([C:2]2[N:11]=[CH:10][C:9]3[N:8]([CH2:12][C:13]([NH:15][CH2:16][CH:17]4[CH2:22][CH2:21][O:20][CH2:19][CH2:18]4)=[O:14])[CH2:7][C@@H:6]4[CH2:23][O:24][CH2:25][CH2:26][N:5]4[C:4]=3[N:3]=2)[CH:32]=[CH:31][CH:30]=1. The yield is 0.790. (7) The reactants are [Br:1][C:2]1[CH:3]=[CH:4][C:5]([O:9][C:10]([F:13])([F:12])[F:11])=[C:6]([CH:8]=1)[NH2:7].C(N(C(C)C)CC)(C)C.[C:23](Cl)(=[O:26])[CH:24]=[CH2:25]. The catalyst is ClCCl.O. The product is [Br:1][C:2]1[CH:3]=[CH:4][C:5]([O:9][C:10]([F:11])([F:12])[F:13])=[C:6]([NH:7][C:23](=[O:26])[CH:24]=[CH2:25])[CH:8]=1. The yield is 0.930.